This data is from Catalyst prediction with 721,799 reactions and 888 catalyst types from USPTO. The task is: Predict which catalyst facilitates the given reaction. (1) Reactant: [Cl:1][C:2]1[CH:7]=[CH:6][C:5]([C:8]#[C:9][C:10]([C:12]2[N:17]=[C:16]([C:18]([O:20][CH3:21])=[O:19])[CH:15]=[CH:14][CH:13]=2)=[O:11])=[CH:4][CH:3]=1.O1CCOCC1.CC1C=C(C)C=C(C)C=1S([O-])(=O)=O.[NH2:41][N+:42]1[CH:47]=[CH:46][CH:45]=[C:44]([O:48][CH3:49])[CH:43]=1.C(=O)([O-])[O-].[K+].[K+]. Product: [Cl:1][C:2]1[CH:7]=[CH:6][C:5]([C:8]2[C:9]([C:10]([C:12]3[N:17]=[C:16]([C:18]([O:20][CH3:21])=[O:19])[CH:15]=[CH:14][CH:13]=3)=[O:11])=[C:47]3[CH:46]=[CH:45][C:44]([O:48][CH3:49])=[CH:43][N:42]3[N:41]=2)=[CH:4][CH:3]=1. The catalyst class is: 84. (2) Reactant: [CH3:1][O:2][C:3](=[O:22])[CH2:4][O:5][C:6]1[CH:11]=[CH:10][C:9]([CH2:12][NH:13][C:14]([O:16][C:17]([CH3:20])([CH3:19])[CH3:18])=[O:15])=[CH:8][C:7]=1Br.[N:23]1[CH:28]=[CH:27][C:26](B(O)O)=[CH:25][CH:24]=1.C([O-])([O-])=O.[Cs+].[Cs+].C(Cl)Cl. Product: [CH3:1][O:2][C:3](=[O:22])[CH2:4][O:5][C:6]1[CH:11]=[CH:10][C:9]([CH2:12][NH:13][C:14]([O:16][C:17]([CH3:20])([CH3:19])[CH3:18])=[O:15])=[CH:8][C:7]=1[C:26]1[CH:27]=[CH:28][N:23]=[CH:24][CH:25]=1. The catalyst class is: 117. (3) Reactant: C(Cl)Cl.[H-].[Al+3].[Li+].[H-].[H-].[H-].[CH2:10]([C:13]1([CH2:24][C@H:25]2[C@:27]([CH3:34])([CH2:28][CH2:29][CH:30]=[C:31]([CH3:33])[CH3:32])[O:26]2)[C:18]([O:19][CH3:20])=[CH:17][C:16](=O)[CH:15]=[C:14]1[O:22][CH3:23])[CH:11]=[CH2:12].CCCCCC. Product: [CH2:10]([C:13]1([CH2:24][C@@H:25]2[O:26][C@@:27]2([CH3:34])[CH2:28][CH2:29][CH:30]=[C:31]([CH3:33])[CH3:32])[C:14]([O:22][CH3:23])=[CH:15][CH2:16][CH:17]=[C:18]1[O:19][CH3:20])[CH:11]=[CH2:12]. The catalyst class is: 25.